Regression. Given two drug SMILES strings and cell line genomic features, predict the synergy score measuring deviation from expected non-interaction effect. From a dataset of NCI-60 drug combinations with 297,098 pairs across 59 cell lines. (1) Synergy scores: CSS=6.55, Synergy_ZIP=-3.29, Synergy_Bliss=0.259, Synergy_Loewe=0.604, Synergy_HSA=1.08. Cell line: EKVX. Drug 2: COCCOC1=C(C=C2C(=C1)C(=NC=N2)NC3=CC=CC(=C3)C#C)OCCOC.Cl. Drug 1: C1=NC2=C(N=C(N=C2N1C3C(C(C(O3)CO)O)F)Cl)N. (2) Drug 1: CC1OCC2C(O1)C(C(C(O2)OC3C4COC(=O)C4C(C5=CC6=C(C=C35)OCO6)C7=CC(=C(C(=C7)OC)O)OC)O)O. Drug 2: COC1=NC(=NC2=C1N=CN2C3C(C(C(O3)CO)O)O)N. Cell line: NCIH23. Synergy scores: CSS=52.8, Synergy_ZIP=0.498, Synergy_Bliss=0.867, Synergy_Loewe=-40.5, Synergy_HSA=0.493. (3) Drug 1: CC12CCC3C(C1CCC2NC(=O)OCC(F)(F)F)CCC4C3(C=CC(=O)N4C)C. Drug 2: C1CC2CC3=C(CC1C24CN(S(=O)(=O)N4)CC(F)(F)F)C=CC(=C3)C=CCN5CCC(CC5)C(F)(F)F. Cell line: HT29. Synergy scores: CSS=71.4, Synergy_ZIP=7.56, Synergy_Bliss=9.18, Synergy_Loewe=5.47, Synergy_HSA=10.7. (4) Drug 1: CS(=O)(=O)C1=CC(=C(C=C1)C(=O)NC2=CC(=C(C=C2)Cl)C3=CC=CC=N3)Cl. Drug 2: CCN(CC)CCCC(C)NC1=C2C=C(C=CC2=NC3=C1C=CC(=C3)Cl)OC. Cell line: LOX IMVI. Synergy scores: CSS=19.5, Synergy_ZIP=-11.7, Synergy_Bliss=-15.0, Synergy_Loewe=-31.8, Synergy_HSA=-13.7. (5) Drug 1: CCC1(C2=C(COC1=O)C(=O)N3CC4=CC5=C(C=CC(=C5CN(C)C)O)N=C4C3=C2)O.Cl. Drug 2: C1C(C(OC1N2C=NC(=NC2=O)N)CO)O. Cell line: UACC-257. Synergy scores: CSS=7.96, Synergy_ZIP=-1.33, Synergy_Bliss=-0.623, Synergy_Loewe=-7.46, Synergy_HSA=-2.45. (6) Drug 1: CC1=CC2C(CCC3(C2CCC3(C(=O)C)OC(=O)C)C)C4(C1=CC(=O)CC4)C. Drug 2: C1CCC(C(C1)N)N.C(=O)(C(=O)[O-])[O-].[Pt+4]. Cell line: KM12. Synergy scores: CSS=8.10, Synergy_ZIP=0.157, Synergy_Bliss=-1.22, Synergy_Loewe=-4.78, Synergy_HSA=0.00600. (7) Drug 1: C1=CC(=CC=C1CCCC(=O)O)N(CCCl)CCCl. Drug 2: CC1C(C(CC(O1)OC2CC(CC3=C2C(=C4C(=C3O)C(=O)C5=CC=CC=C5C4=O)O)(C(=O)C)O)N)O. Cell line: SNB-19. Synergy scores: CSS=35.6, Synergy_ZIP=-0.454, Synergy_Bliss=-1.13, Synergy_Loewe=-14.0, Synergy_HSA=-0.0555.